This data is from Full USPTO retrosynthesis dataset with 1.9M reactions from patents (1976-2016). The task is: Predict the reactants needed to synthesize the given product. (1) Given the product [Cl:8][C:6]1[CH:7]=[C:2]([NH:12][C:13]2[CH:25]=[CH:24][C:16]([C:17]([O:19][C:20]([CH3:21])([CH3:22])[CH3:23])=[O:18])=[CH:15][CH:14]=2)[C:3]2[N:4]([CH:9]=[CH:10][N:11]=2)[N:5]=1, predict the reactants needed to synthesize it. The reactants are: Br[C:2]1[C:3]2[N:4]([CH:9]=[CH:10][N:11]=2)[N:5]=[C:6]([Cl:8])[CH:7]=1.[NH2:12][C:13]1[CH:25]=[CH:24][C:16]([C:17]([O:19][C:20]([CH3:23])([CH3:22])[CH3:21])=[O:18])=[CH:15][CH:14]=1.CN(C=O)C.CC(C)([O-])C.[K+]. (2) Given the product [CH:9]([S:8][C:3]1[C:2]([C:17]2[CH:18]=[CH:19][C:14]([O:13][CH3:12])=[CH:15][CH:16]=2)=[CH:7][CH:6]=[CH:5][N:4]=1)([CH3:11])[CH3:10], predict the reactants needed to synthesize it. The reactants are: Cl[C:2]1[C:3]([S:8][CH:9]([CH3:11])[CH3:10])=[N:4][CH:5]=[CH:6][CH:7]=1.[CH3:12][O:13][C:14]1[CH:19]=[CH:18][C:17](B(O)O)=[CH:16][CH:15]=1.N#N.COC1C=CC=C(OC)C=1C1C=CC=CC=1P(C1CCCCC1)C1CCCCC1.[Na+].[Cl-]. (3) Given the product [CH:19]1([C:17]([N:14]2[CH2:15][CH2:16][N:11]([CH:6]3[C:7]4[C:3](=[C:2]([NH:1][C:30](=[O:31])[C:29]5[CH:33]=[CH:34][C:26]([CH3:25])=[N:27][CH:28]=5)[CH:10]=[CH:9][CH:8]=4)[CH2:4][CH2:5]3)[CH2:12][C@@H:13]2[CH3:24])=[O:18])[CH2:20][CH2:21][CH2:22][CH2:23]1, predict the reactants needed to synthesize it. The reactants are: [NH2:1][C:2]1[CH:10]=[CH:9][CH:8]=[C:7]2[C:3]=1[CH2:4][CH2:5][CH:6]2[N:11]1[CH2:16][CH2:15][N:14]([C:17]([CH:19]2[CH2:23][CH2:22][CH2:21][CH2:20]2)=[O:18])[C@@H:13]([CH3:24])[CH2:12]1.[CH3:25][C:26]1[CH:34]=[CH:33][C:29]([C:30](O)=[O:31])=[CH:28][N:27]=1.CCN(C(C)C)C(C)C.C1C=CC2N(O)N=NC=2C=1.C(Cl)CCl. (4) Given the product [OH:38][CH2:37][C@@H:30]1[C@@H:31]([OH:36])[C@H:32]([OH:35])[C@@H:33]([OH:34])[C@H:28]([C:21]2[CH:22]=[CH:23][C:24]([CH:25]([CH3:27])[CH3:26])=[C:19]([CH2:18][C:15]3[CH:16]=[C:17]4[C:12]([CH2:11][CH2:10][CH2:9][NH:8]4)=[CH:13][CH:14]=3)[CH:20]=2)[O:29]1, predict the reactants needed to synthesize it. The reactants are: C([N:8]1[C:17]2[C:12](=[CH:13][CH:14]=[C:15]([CH2:18][C:19]3[CH:20]=[C:21]([C@H:28]4[C@H:33]([OH:34])[C@@H:32]([OH:35])[C@H:31]([OH:36])[C@@H:30]([CH2:37][OH:38])[O:29]4)[CH:22]=[CH:23][C:24]=3[CH:25]([CH3:27])[CH3:26])[CH:16]=2)[CH2:11][CH2:10][CH2:9]1)C1C=CC=CC=1.Cl. (5) Given the product [CH3:12][O:5][C:4](=[O:6])[C:3]1[CH:7]=[CH:8][CH:9]=[N:10][C:2]=1[Cl:1], predict the reactants needed to synthesize it. The reactants are: [Cl:1][C:2]1[N:10]=[CH:9][CH:8]=[CH:7][C:3]=1[C:4]([OH:6])=[O:5].[Si](C=[N+]=[N-])(C)(C)[CH3:12]. (6) Given the product [Cl:1][C:2]1[C:3]2[N:4]([C:10]([CH:12]3[CH2:17][N:16]([C:18]([O:20][CH2:21][C:22]4[CH:27]=[CH:26][CH:25]=[CH:24][CH:23]=4)=[O:19])[CH:15]([C:28]([F:31])([F:30])[F:29])[CH2:14][CH2:13]3)=[N:9][CH:8]=2)[CH:5]=[CH:6][N:7]=1, predict the reactants needed to synthesize it. The reactants are: [Cl:1][C:2]1[C:3]([CH2:8][NH:9][C:10]([CH:12]2[CH2:17][N:16]([C:18]([O:20][CH2:21][C:22]3[CH:27]=[CH:26][CH:25]=[CH:24][CH:23]=3)=[O:19])[CH:15]([C:28]([F:31])([F:30])[F:29])[CH2:14][CH2:13]2)=O)=[N:4][CH:5]=[CH:6][N:7]=1.O=P(Cl)(Cl)Cl.